This data is from Experimentally validated miRNA-target interactions with 360,000+ pairs, plus equal number of negative samples. The task is: Binary Classification. Given a miRNA mature sequence and a target amino acid sequence, predict their likelihood of interaction. The miRNA is mmu-miR-1952 with sequence UCUCCACCCUCCUUCUG. The protein sequence of the target gene is MSWHPQYRSSKFRHVYGKPASKENCYDSVPITRSVHDNHFCAVNPHFIAVVTECAGGGAFLVIPLHQTGKLDPHYPKVCGHRGNVLDIKWNPFNDFEIASCSEDATIKIWNIPKQLLTRNLTTYRKELIGHARRVGLVEWHPTTANILFSAGYDYKVMVWNLDTKDSVIAGPVKTINCHQDVILSMSFNTNGSLLATTCKDRKIRIVDPRLGIVLQEASYKGHRANKVLFLGSLKKLLSTGTSRWNNRQMALWDQENLSVPLTEEDLDGSSGVLFPFFDSDTSMLYIVGKGDGNIRYYEV.... Result: 1 (interaction).